This data is from NCI-60 drug combinations with 297,098 pairs across 59 cell lines. The task is: Regression. Given two drug SMILES strings and cell line genomic features, predict the synergy score measuring deviation from expected non-interaction effect. (1) Drug 1: C1=CC(=C2C(=C1NCCNCCO)C(=O)C3=C(C=CC(=C3C2=O)O)O)NCCNCCO. Drug 2: C1=NC2=C(N1)C(=S)N=C(N2)N. Cell line: SNB-75. Synergy scores: CSS=45.9, Synergy_ZIP=-6.01, Synergy_Bliss=-4.69, Synergy_Loewe=-3.47, Synergy_HSA=-0.351. (2) Drug 1: CC1=C(N=C(N=C1N)C(CC(=O)N)NCC(C(=O)N)N)C(=O)NC(C(C2=CN=CN2)OC3C(C(C(C(O3)CO)O)O)OC4C(C(C(C(O4)CO)O)OC(=O)N)O)C(=O)NC(C)C(C(C)C(=O)NC(C(C)O)C(=O)NCCC5=NC(=CS5)C6=NC(=CS6)C(=O)NCCC[S+](C)C)O. Drug 2: CN(CCCl)CCCl.Cl. Cell line: HOP-92. Synergy scores: CSS=29.9, Synergy_ZIP=-4.46, Synergy_Bliss=0.140, Synergy_Loewe=-0.171, Synergy_HSA=4.31.